Dataset: Full USPTO retrosynthesis dataset with 1.9M reactions from patents (1976-2016). Task: Predict the reactants needed to synthesize the given product. (1) Given the product [C:39]([C:36]1[CH:37]=[CH:38][C:33]([N:21]2[C:22]3[CH:23]=[C:24]([Br:31])[CH:25]=[CH:26][C:27]=3[C:28]3[C:20]2=[CH:19][C:18]([Br:17])=[CH:30][CH:29]=3)=[CH:34][CH:35]=1)([CH3:42])([CH3:41])[CH3:40], predict the reactants needed to synthesize it. The reactants are: N1C2C(=CC=C3C=2N=CC=C3)C=CC=1.N#N.[Br:17][C:18]1[CH:30]=[CH:29][C:28]2[C:27]3[C:22](=[CH:23][C:24]([Br:31])=[CH:25][CH:26]=3)[NH:21][C:20]=2[CH:19]=1.I[C:33]1[CH:38]=[CH:37][C:36]([C:39]([CH3:42])([CH3:41])[CH3:40])=[CH:35][CH:34]=1. (2) The reactants are: C([O:3][C:4]([C:6]1[CH:7]=[N:8][N:9]([C:11]2[N:20](COCC[Si](C)(C)C)[C:19](=[O:29])[C:18]3[C:13](=[CH:14][CH:15]=[C:16](I)[CH:17]=3)[N:12]=2)[CH:10]=1)=[O:5])C.[F:31][C:32]1[CH:37]=[CH:36][C:35](B(O)O)=[CH:34][CH:33]=1. Given the product [F:31][C:32]1[CH:37]=[CH:36][C:35]([C:16]2[CH:17]=[C:18]3[C:13](=[CH:14][CH:15]=2)[N:12]=[C:11]([N:9]2[CH:10]=[C:6]([C:4]([OH:3])=[O:5])[CH:7]=[N:8]2)[NH:20][C:19]3=[O:29])=[CH:34][CH:33]=1, predict the reactants needed to synthesize it. (3) Given the product [NH2:8][C:5]1[CH:6]=[CH:7][C:2]([CH3:1])=[C:3]([N:11]2[C:15](=[O:16])[N:14]([CH3:17])[N:13]=[N:12]2)[CH:4]=1, predict the reactants needed to synthesize it. The reactants are: [CH3:1][C:2]1[CH:7]=[CH:6][C:5]([N+:8]([O-])=O)=[CH:4][C:3]=1[N:11]1[C:15](=[O:16])[N:14]([CH3:17])[N:13]=[N:12]1.